This data is from Full USPTO retrosynthesis dataset with 1.9M reactions from patents (1976-2016). The task is: Predict the reactants needed to synthesize the given product. (1) The reactants are: [NH2:1][C:2]1[C:11]2[N:12]=[C:13]([CH2:24][CH2:25][O:26][CH3:27])[N:14]([CH2:15][CH2:16][CH2:17][N:18]3[CH2:22][CH2:21][CH2:20][C:19]3=[O:23])[C:10]=2[C:9]2[CH:8]=[C:7]([CH2:28][CH2:29][N:30]3C(=O)C4C(=CC=CC=4)C3=O)[CH:6]=[CH:5][C:4]=2[N:3]=1.O1CCCC1.O.NN. Given the product [NH2:1][C:2]1[C:11]2[N:12]=[C:13]([CH2:24][CH2:25][O:26][CH3:27])[N:14]([CH2:15][CH2:16][CH2:17][N:18]3[CH2:22][CH2:21][CH2:20][C:19]3=[O:23])[C:10]=2[C:9]2[CH:8]=[C:7]([CH2:28][CH2:29][NH2:30])[CH:6]=[CH:5][C:4]=2[N:3]=1, predict the reactants needed to synthesize it. (2) Given the product [Cl:7][C:8]1[CH:9]=[C:10]2[N:28]([CH2:29][O:30][CH2:31][CH2:32][Si:33]([CH3:36])([CH3:35])[CH3:34])[C:27]([O:37][C@H:38]3[C@H:42]4[O:43][CH2:44][C@@H:45]([O:46][CH2:47][C:48]([OH:50])=[O:49])[C@H:41]4[O:40][CH2:39]3)=[N:26][C:11]2=[N:12][C:13]=1[C:14]1[CH:19]=[CH:18][C:17]([C:20]2[CH:25]=[CH:24][CH:23]=[CH:22][CH:21]=2)=[CH:16][CH:15]=1, predict the reactants needed to synthesize it. The reactants are: I([O-])(=O)(=O)=O.[Na+].[Cl:7][C:8]1[CH:9]=[C:10]2[N:28]([CH2:29][O:30][CH2:31][CH2:32][Si:33]([CH3:36])([CH3:35])[CH3:34])[C:27]([O:37][C@H:38]3[C@H:42]4[O:43][CH2:44][C@@H:45]([O:46][CH2:47][CH:48]=[O:49])[C@H:41]4[O:40][CH2:39]3)=[N:26][C:11]2=[N:12][C:13]=1[C:14]1[CH:19]=[CH:18][C:17]([C:20]2[CH:25]=[CH:24][CH:23]=[CH:22][CH:21]=2)=[CH:16][CH:15]=1.[OH2:50]. (3) The reactants are: [C:1]1([S:11]([C:14]2[C:22]3[C:17](=[CH:18][CH:19]=[C:20]([CH:23]=[O:24])[CH:21]=3)[NH:16][N:15]=2)(=[O:13])=[O:12])[C:10]2[C:5](=[CH:6][CH:7]=[CH:8][CH:9]=2)[CH:4]=[CH:3][CH:2]=1.[CH3:25][Mg+].[Br-].Cl. Given the product [C:1]1([S:11]([C:14]2[C:22]3[C:17](=[CH:18][CH:19]=[C:20]([CH:23]([OH:24])[CH3:25])[CH:21]=3)[NH:16][N:15]=2)(=[O:13])=[O:12])[C:10]2[C:5](=[CH:6][CH:7]=[CH:8][CH:9]=2)[CH:4]=[CH:3][CH:2]=1, predict the reactants needed to synthesize it. (4) Given the product [CH:1]1([N:4]2[C:13]3[C:8](=[CH:9][C:10]([F:54])=[C:11]([N:16]4[CH2:21][CH2:20][N:19]([CH2:22][CH2:23][C:24]([C:26]5[CH:27]=[CH:28][C:29]([O:32][CH2:33][CH2:34][CH2:35][CH:36]([P:37]([OH:42])([OH:39])=[O:38])[P:45]([OH:50])([OH:47])=[O:46])=[CH:30][CH:31]=5)=[O:25])[CH:18]([CH3:53])[CH2:17]4)[C:12]=3[O:14][CH3:15])[C:7](=[O:55])[C:6]([C:56]([OH:58])=[O:57])=[CH:5]2)[CH2:3][CH2:2]1, predict the reactants needed to synthesize it. The reactants are: [CH:1]1([N:4]2[C:13]3[C:8](=[CH:9][C:10]([F:54])=[C:11]([N:16]4[CH2:21][CH2:20][N:19]([CH2:22][CH2:23][C:24]([C:26]5[CH:31]=[CH:30][C:29]([O:32][CH2:33][CH2:34][CH2:35][CH:36]([P:45]([O:50]CC)([O:47]CC)=[O:46])[P:37]([O:42]CC)([O:39]CC)=[O:38])=[CH:28][CH:27]=5)=[O:25])[CH:18]([CH3:53])[CH2:17]4)[C:12]=3[O:14][CH3:15])[C:7](=[O:55])[C:6]([C:56]([OH:58])=[O:57])=[CH:5]2)[CH2:3][CH2:2]1.C[Si](Br)(C)C. (5) Given the product [CH3:12][O:6][C:5]1[C:4]([CH3:3])=[C:10]([OH:11])[CH:9]=[CH:8][CH:7]=1, predict the reactants needed to synthesize it. The reactants are: [OH-].[Na+].[CH3:3][C:4]1[C:10]([OH:11])=[CH:9][CH:8]=[CH:7][C:5]=1[OH:6].[CH3:12]OS(OC)(=O)=O. (6) Given the product [F:15][C:16]1[CH:22]=[CH:21][C:19]([NH:20][C:10](=[O:12])[CH:9]=[N:26][OH:27])=[CH:18][C:17]=1[CH3:23], predict the reactants needed to synthesize it. The reactants are: S([O-])([O-])(=O)=O.[Na+].[Na+].Cl[C:9](Cl)(Cl)[CH:10]([OH:12])O.[F:15][C:16]1[CH:22]=[CH:21][C:19]([NH2:20])=[CH:18][C:17]=1[CH3:23].Cl.Cl.[NH2:26][OH:27]. (7) Given the product [O:4]1[C:5]2([CH2:10][CH2:9][CH:8]([C:11]3[C:19]4[C:14](=[CH:15][CH:16]=[C:17]([C:20]#[N:21])[CH:18]=4)[N:13]([CH:22]([CH3:24])[CH3:23])[CH:12]=3)[CH2:7][CH2:6]2)[O:1][CH2:2][CH2:3]1, predict the reactants needed to synthesize it. The reactants are: [O:1]1[C:5]2([CH2:10][CH2:9][CH:8]([C:11]3[C:19]4[C:14](=[CH:15][CH:16]=[C:17]([C:20]#[N:21])[CH:18]=4)[N:13]([CH2:22][CH3:23])[CH:12]=3)[CH2:7][CH2:6]2)[O:4][CH2:3][CH2:2]1.[CH:24](Br)(C)C.